From a dataset of Catalyst prediction with 721,799 reactions and 888 catalyst types from USPTO. Predict which catalyst facilitates the given reaction. (1) The catalyst class is: 8. Product: [OH:8][NH:9][C:10]([CH:12]([CH2:16][CH:17]([CH3:19])[CH3:18])[C:13]([OH:15])=[O:14])=[O:11]. Reactant: C([O:8][NH:9][C:10]([CH:12]([CH2:16][CH:17]([CH3:19])[CH3:18])[C:13]([OH:15])=[O:14])=[O:11])C1C=CC=CC=1. (2) The catalyst class is: 10. Product: [CH2:6]([NH:11][C:1](=[O:4])[CH:2]=[CH2:3])[CH2:7][CH2:8][CH2:9][NH:10][C:1](=[O:4])[CH:2]=[CH2:3]. Reactant: [C:1](Cl)(=[O:4])[CH:2]=[CH2:3].[CH2:6]([NH2:11])[CH2:7][CH2:8][CH2:9][NH2:10].